From a dataset of Full USPTO retrosynthesis dataset with 1.9M reactions from patents (1976-2016). Predict the reactants needed to synthesize the given product. (1) Given the product [Br:1][CH2:2][CH2:3][CH2:4][CH2:5][C:6]1([C:19]([Cl:25])=[O:21])[C:18]2[CH:17]=[CH:16][CH:15]=[CH:14][C:13]=2[C:12]2[C:7]1=[CH:8][CH:9]=[CH:10][CH:11]=2, predict the reactants needed to synthesize it. The reactants are: [Br:1][CH2:2][CH2:3][CH2:4][CH2:5][C:6]1([C:19]([OH:21])=O)[C:18]2[CH:17]=[CH:16][CH:15]=[CH:14][C:13]=2[C:12]2[C:7]1=[CH:8][CH:9]=[CH:10][CH:11]=2.C(Cl)(=O)C([Cl:25])=O. (2) Given the product [OH:19][C:9]1([C:6]2[CH:7]=[N:8][C:3]([O:2][CH3:1])=[CH:4][CH:5]=2)[CH2:18][CH2:17][C:12](=[O:13])[CH2:11][CH2:10]1, predict the reactants needed to synthesize it. The reactants are: [CH3:1][O:2][C:3]1[N:8]=[CH:7][C:6]([C:9]2([OH:19])[CH2:18][CH2:17][C:12]3(OCC[O:13]3)[CH2:11][CH2:10]2)=[CH:5][CH:4]=1.Cl.[OH-].[Na+]. (3) Given the product [ClH:24].[NH:8]1[CH2:9][CH:10]([O:12][C:13]2[CH:17]=[C:16]([C:18]3[CH:19]=[CH:20][C:21]([Cl:24])=[CH:22][CH:23]=3)[N:15]([C:25]3[CH:30]=[CH:29][CH:28]=[CH:27][C:26]=3[O:31][CH3:32])[N:14]=2)[CH2:11]1, predict the reactants needed to synthesize it. The reactants are: C(OC([N:8]1[CH2:11][CH:10]([O:12][C:13]2[CH:17]=[C:16]([C:18]3[CH:23]=[CH:22][C:21]([Cl:24])=[CH:20][CH:19]=3)[N:15]([C:25]3[CH:30]=[CH:29][CH:28]=[CH:27][C:26]=3[O:31][CH3:32])[N:14]=2)[CH2:9]1)=O)(C)(C)C.Cl. (4) Given the product [C:4]([C:3]1[CH:7]=[CH:7][CH:3]=[C:4]([CH3:5])[N:1]=1)#[CH:5], predict the reactants needed to synthesize it. The reactants are: [NH4+:1].[Cl-].[CH2:3]1[CH2:7]O[CH2:5][CH2:4]1. (5) Given the product [CH3:18][C:17]1[CH:19]=[CH:20][C:14]([S:11]([O:10][C@H:9]2[CH2:8][NH:7][C@@H:6]3[C@@H:2]([OH:1])[CH2:3][O:4][C@H:5]23)(=[O:13])=[O:12])=[CH:15][CH:16]=1, predict the reactants needed to synthesize it. The reactants are: [OH:1][C@@H:2]1[C@H:6]2[N:7](C(OC(C)(C)C)=O)[CH2:8][C@H:9]([O:10][S:11]([C:14]3[CH:20]=[CH:19][C:17]([CH3:18])=[CH:16][CH:15]=3)(=[O:13])=[O:12])[C@H:5]2[O:4][CH2:3]1.[H][H].